Dataset: Experimentally validated miRNA-target interactions with 360,000+ pairs, plus equal number of negative samples. Task: Binary Classification. Given a miRNA mature sequence and a target amino acid sequence, predict their likelihood of interaction. (1) The miRNA is hsa-miR-515-5p with sequence UUCUCCAAAAGAAAGCACUUUCUG. The protein sequence of the target gene is MALVASVRVPARVLLRAGARLPGAALGRTERAAGGGDGARRFGSQRVLVEPDAGAGVAVMKFKNPPVNSLSLEFLTELVISLEKLENDKSFRGVILTSDRPGVFSAGLDLTEMCGRSPAHYAGYWKAVQELWLRLYQSNLVLVSAINGACPAGGCLVALTCDYRILADNPRYCIGLNETQLGIIAPFWLKDTLENTIGHRAAERALQLGLLFPPAEALQVGIVDQVVPEEQVQSTALSAIAQWMAIPDHARQLTKAMMRKATASRLVTQRDADVQNFVSFISKDSIQKSLQMYLERLKEE.... Result: 0 (no interaction). (2) The miRNA is mmu-miR-29a-3p with sequence UAGCACCAUCUGAAAUCGGUUA. The protein sequence of the target gene is MAAVLALRVVAGLAAAALVAMLLEHYGLAGQPSPLPRPAPPRRPHPAPGPGDSNIFWGLQISDIHLSRFRDPGRAVDLEKFCSETIDIIQPALVLATGDLTDAKTKEQLGSRQHEVEWQTYQGILKKTRVMEKTKWLDIKGNHDAFNIPSLDSIKNYYRKYSAVRRDGSFHYVHSTPFGNYSFICVDATVNPGPKRPYNFFGILDKKKMEELLLLAKESSRSNHTIWFGHFTTSTILSPSPGIRSIMSSAIAYLCGHLHTLGGLMPVLHTRHFQGTLELEVGDWKDNRRYRIFAFDHDLF.... Result: 0 (no interaction).